Task: Predict the reactants needed to synthesize the given product.. Dataset: Full USPTO retrosynthesis dataset with 1.9M reactions from patents (1976-2016) (1) Given the product [C:23]1([C@@H:29]([NH:31][C:2]2[C:3]([CH3:22])=[C:4]([CH3:21])[C:5]3[O:9][C:8]([CH3:11])([CH3:10])[CH:7]([C:12]4[CH:17]=[CH:16][C:15]([CH3:18])=[CH:14][CH:13]=4)[C:6]=3[C:19]=2[CH3:20])[CH3:30])[CH:28]=[CH:27][CH:26]=[CH:25][CH:24]=1, predict the reactants needed to synthesize it. The reactants are: Br[C:2]1[C:3]([CH3:22])=[C:4]([CH3:21])[C:5]2[O:9][C:8]([CH3:11])([CH3:10])[CH:7]([C:12]3[CH:17]=[CH:16][C:15]([CH3:18])=[CH:14][CH:13]=3)[C:6]=2[C:19]=1[CH3:20].[C:23]1([C@@H:29]([NH2:31])[CH3:30])[CH:28]=[CH:27][CH:26]=[CH:25][CH:24]=1.CC(C)([O-])C.[Na+].Cl. (2) Given the product [C:2]([C:4]1[N:5]=[CH:6][C:7]([NH:10][C:11]([NH:13][C:14]2[CH:19]=[C:18]([CH3:20])[CH:17]=[CH:16][C:15]=2[O:21][CH2:22][CH:23]2[O:28][CH2:27][CH2:26][N:25]([CH3:31])[CH2:24]2)=[O:12])=[N:8][CH:9]=1)#[N:3], predict the reactants needed to synthesize it. The reactants are: Cl.[C:2]([C:4]1[N:5]=[CH:6][C:7]([NH:10][C:11]([NH:13][C:14]2[CH:19]=[C:18]([CH3:20])[CH:17]=[CH:16][C:15]=2[O:21][CH2:22][CH:23]2[O:28][CH2:27][CH2:26][NH:25][CH2:24]2)=[O:12])=[N:8][CH:9]=1)#[N:3].C=O.[C:31](O[BH-](OC(=O)C)OC(=O)C)(=O)C.[Na+]. (3) Given the product [F:1][C:2]1[CH:3]=[CH:4][C:5]([CH2:6][N:7]2[C:15]3[CH:14]=[CH:13][CH:12]=[CH:11][C:10]=3[C:9]3[CH2:16][CH:17]4[C:20](=[O:21])[N:22]([CH2:28][CH2:29][C:30]([O:32][CH2:33][CH3:34])=[O:31])[CH2:23][C:24](=[O:26])[N:18]4[CH2:19][C:8]2=3)=[CH:35][CH:36]=1, predict the reactants needed to synthesize it. The reactants are: [F:1][C:2]1[CH:36]=[CH:35][C:5]([CH2:6][N:7]2[C:15]3[C:10](=[CH:11][CH:12]=[CH:13][CH:14]=3)[C:9]3[CH2:16][CH:17]([C:20]([N:22]([CH2:28][CH2:29][C:30]([O:32][CH2:33][CH3:34])=[O:31])[CH2:23][C:24]([O:26]C)=O)=[O:21])[NH:18][CH2:19][C:8]2=3)=[CH:4][CH:3]=1.C1N=CN(C(N2C=NC=C2)=O)C=1.CCN(CC)CC. (4) Given the product [S:3]1[C:4]2[CH:10]=[CH:9][CH:8]=[CH:7][C:5]=2[N:6]=[C:2]1[C:18]1[CH:19]=[CH:20][C:21]([CH2:24][NH:25][C:26](=[O:32])[O:27][CH2:28][CH2:31][CH2:36][CH3:37])=[N:22][CH:23]=1, predict the reactants needed to synthesize it. The reactants are: Cl[C:2]1[S:3][C:4]2[CH:10]=[CH:9][CH:8]=[CH:7][C:5]=2[N:6]=1.CC1(C)COB([C:18]2[CH:19]=[CH:20][C:21]([CH2:24][NH:25][C:26](=[O:32])[O:27][C:28]([CH3:31])(C)C)=[N:22][CH:23]=2)OC1.CO[C:36]1C=CC2N=C(C3C=NC(N)=NC=3)SC=2[CH:37]=1.